From a dataset of Catalyst prediction with 721,799 reactions and 888 catalyst types from USPTO. Predict which catalyst facilitates the given reaction. (1) Product: [C:23]([C:20]([C:16]1[CH:15]=[C:14]([CH:19]=[CH:18][CH:17]=1)[C:13]([NH:12][C:7]1[CH:8]=[CH:9][C:10]([CH3:11])=[C:5]([C:3](=[O:4])[CH2:2][S:54][C:41]([C:35]2[CH:40]=[CH:39][CH:38]=[CH:37][CH:36]=2)([C:48]2[CH:49]=[CH:50][CH:51]=[CH:52][CH:53]=2)[C:42]2[CH:43]=[CH:44][CH:45]=[CH:46][CH:47]=2)[CH:6]=1)=[O:25])([CH3:22])[CH3:21])#[N:24]. The catalyst class is: 3. Reactant: Br[CH2:2][C:3]([C:5]1[CH:6]=[C:7]([NH:12][C:13](=[O:25])[C:14]2[CH:19]=[CH:18][CH:17]=[C:16]([C:20]([C:23]#[N:24])([CH3:22])[CH3:21])[CH:15]=2)[CH:8]=[CH:9][C:10]=1[CH3:11])=[O:4].CCN(C(C)C)C(C)C.[C:35]1([C:41]([SH:54])([C:48]2[CH:53]=[CH:52][CH:51]=[CH:50][CH:49]=2)[C:42]2[CH:47]=[CH:46][CH:45]=[CH:44][CH:43]=2)[CH:40]=[CH:39][CH:38]=[CH:37][CH:36]=1. (2) The catalyst class is: 6. Reactant: [CH2:1]([O:3][C:4]([CH:6]1[CH2:11][CH2:10][CH2:9][NH:8][CH2:7]1)=[O:5])[CH3:2].[Cl:12][C:13]1[N:18]=[C:17](Cl)[C:16]([N+:20]([O-:22])=[O:21])=[CH:15][N:14]=1.CCOCC.C(=O)(O)[O-].[K+]. Product: [CH2:1]([O:3][C:4]([CH:6]1[CH2:11][CH2:10][CH2:9][N:8]([C:15]2[C:16]([N+:20]([O-:22])=[O:21])=[CH:17][N:18]=[C:13]([Cl:12])[N:14]=2)[CH2:7]1)=[O:5])[CH3:2]. (3) Reactant: [Cl:1][C:2]1[CH:10]=[C:9]([C:11]2[N:12]=[N:13][N:14]([CH3:16])[N:15]=2)[CH:8]=[CH:7][C:3]=1[C:4](O)=[O:5].S(Cl)([Cl:19])=O.CN1CCCC1=O. Product: [Cl:1][C:2]1[CH:10]=[C:9]([C:11]2[N:12]=[N:13][N:14]([CH3:16])[N:15]=2)[CH:8]=[CH:7][C:3]=1[C:4]([Cl:19])=[O:5]. The catalyst class is: 4. (4) Reactant: [F:1][C:2]1[CH:3]=[C:4]2[C:8](=[C:9]([C:12]([OH:14])=O)[C:10]=1[F:11])[NH:7][CH:6]=[CH:5]2.CN(C(ON1N=NC2C=CC=CC1=2)=[N+](C)C)C.[B-](F)(F)(F)F.C(N(CC)C(C)C)(C)C.[C:46]([C:50]1[CH:70]=[CH:69][C:53]([CH2:54][NH:55][CH2:56][CH2:57][C:58]2[CH:63]=[CH:62][C:61]([F:64])=[C:60]([C:65]([F:68])([F:67])[F:66])[CH:59]=2)=[CH:52][CH:51]=1)([CH3:49])([CH3:48])[CH3:47]. Product: [C:46]([C:50]1[CH:70]=[CH:69][C:53]([CH2:54][N:55]([CH2:56][CH2:57][C:58]2[CH:63]=[CH:62][C:61]([F:64])=[C:60]([C:65]([F:67])([F:68])[F:66])[CH:59]=2)[C:12]([C:9]2[C:10]([F:11])=[C:2]([F:1])[CH:3]=[C:4]3[C:8]=2[NH:7][CH:6]=[CH:5]3)=[O:14])=[CH:52][CH:51]=1)([CH3:49])([CH3:47])[CH3:48]. The catalyst class is: 18. (5) The catalyst class is: 9. Product: [C:1]([S:3][C@@H:7]([CH2:11][C:12]1[CH:17]=[CH:16][CH:15]=[CH:14][CH:13]=1)[C:8]([OH:10])=[O:9])(=[O:4])[CH3:2]. Reactant: [C:1]([O-:4])(=[S:3])[CH3:2].[K+].Cl[C@H:7]([CH2:11][C:12]1[CH:17]=[CH:16][CH:15]=[CH:14][CH:13]=1)[C:8]([OH:10])=[O:9].S([O-])([O-])(=O)=S.[Na+].[Na+].